This data is from Forward reaction prediction with 1.9M reactions from USPTO patents (1976-2016). The task is: Predict the product of the given reaction. (1) Given the reactants [NH2:1][C:2]1[N:11]=[C:10](O)[C:9]2[CH2:8][CH2:7][CH:6]([C:13]3[CH:18]=[CH:17][CH:16]=[C:15]([Cl:19])[CH:14]=3)[CH2:5][C:4]=2[N:3]=1.[CH3:20][N:21]1[CH2:26][CH2:25][NH:24][CH2:23][CH2:22]1, predict the reaction product. The product is: [Cl:19][C:15]1[CH:14]=[C:13]([CH:6]2[CH2:5][C:4]3[N:3]=[C:2]([NH2:1])[N:11]=[C:10]([N:24]4[CH2:25][CH2:26][N:21]([CH3:20])[CH2:22][CH2:23]4)[C:9]=3[CH2:8][CH2:7]2)[CH:18]=[CH:17][CH:16]=1. (2) Given the reactants [Li]CCCC.Br[C:7]1C=[C:11]([CH2:13][CH2:14][C:15]2[CH:20]=[CH:19][C:18]([F:21])=[CH:17][CH:16]=2)[CH:10]=[C:9]([O:22][CH3:23])[C:8]=1[O:24][CH3:25].CON(C)[C:29](=[O:31])[CH3:30].C(=O)=O, predict the reaction product. The product is: [F:21][C:18]1[CH:17]=[CH:16][C:15]([CH2:14][C:13]2[CH:7]=[C:8]([O:24][CH3:25])[C:9]([O:22][CH3:23])=[C:10]([C:29](=[O:31])[CH3:30])[CH:11]=2)=[CH:20][CH:19]=1. (3) Given the reactants [CH3:1][C@H:2]([CH2:5][CH2:6][CH3:7])[CH2:3][OH:4].[CH3:8][S:9](Cl)(=[O:11])=[O:10].CCN(CC)CC.Cl, predict the reaction product. The product is: [CH3:1][C@H:2]([CH2:5][CH2:6][CH3:7])[CH2:3][O:4][S:9]([CH3:8])(=[O:11])=[O:10]. (4) Given the reactants [N+:1]([C:4]1[CH:5]=[C:6](C(=NN)C)[CH:7]=[CH:8][CH:9]=1)([O-:3])=[O:2].[C:14]1([CH2:20][CH2:21][CH2:22][N:23]2[CH2:27][C:26](=O)[CH2:25][C:24]2=[O:29])[CH:19]=[CH:18][CH:17]=[CH:16][CH:15]=1.[O:30]1[CH2:35][CH2:34]OCC1, predict the reaction product. The product is: [CH3:27][C:26]1([C:5]2[CH:6]=[CH:7][CH:8]=[CH:9][C:4]=2[N+:1]([O-:3])=[O:2])[CH:34]2[CH:25]1[C:24](=[O:29])[N:23]([CH2:22][CH2:21][CH2:20][C:14]1[CH:15]=[CH:16][CH:17]=[CH:18][CH:19]=1)[C:35]2=[O:30]. (5) Given the reactants [N+:1]([C:4]1[CH:12]=[CH:11][C:7]([C:8](Cl)=[O:9])=[CH:6][CH:5]=1)([O-:3])=[O:2].[NH2:13][C:14]1[CH:19]=[CH:18][N:17]=[CH:16][C:15]=1[OH:20].C([O-])([O-])=O.[Na+].[Na+].CC(O)=O, predict the reaction product. The product is: [OH:20][C:15]1[CH:16]=[N:17][CH:18]=[CH:19][C:14]=1[NH:13][C:8](=[O:9])[C:7]1[CH:11]=[CH:12][C:4]([N+:1]([O-:3])=[O:2])=[CH:5][CH:6]=1. (6) Given the reactants [C:1]([C:4]1[CH:5]=[CH:6][C:7]2[O:13][CH2:12][CH2:11][N:10]([C:14]([O:16][C:17]([CH3:20])([CH3:19])[CH3:18])=[O:15])[CH2:9][C:8]=2[CH:21]=1)(=[O:3])[CH3:2].[H-].[Na+].[C:24](=O)([O:27]C)[O:25][CH3:26], predict the reaction product. The product is: [CH3:26][O:25][C:24](=[O:27])[CH2:2][C:1]([C:4]1[CH:5]=[CH:6][C:7]2[O:13][CH2:12][CH2:11][N:10]([C:14]([O:16][C:17]([CH3:20])([CH3:19])[CH3:18])=[O:15])[CH2:9][C:8]=2[CH:21]=1)=[O:3].